Dataset: Full USPTO retrosynthesis dataset with 1.9M reactions from patents (1976-2016). Task: Predict the reactants needed to synthesize the given product. (1) Given the product [CH3:26][O:27][C:28](=[O:37])[C:29]1[CH:34]=[CH:33][C:32]([N:35]([C:5](=[O:6])[C:4]2[CH:8]=[CH:9][C:10]([CH:11]([CH3:25])[C:12]([C:18]3[CH:23]=[CH:22][N:21]=[C:20]([Cl:24])[CH:19]=3)([OH:17])[C:13]([F:16])([F:14])[F:15])=[C:2]([Cl:1])[CH:3]=2)[CH3:36])=[CH:31][CH:30]=1, predict the reactants needed to synthesize it. The reactants are: [Cl:1][C:2]1[CH:3]=[C:4]([CH:8]=[CH:9][C:10]=1[CH:11]([CH3:25])[C:12]([C:18]1[CH:23]=[CH:22][N:21]=[C:20]([Cl:24])[CH:19]=1)([OH:17])[C:13]([F:16])([F:15])[F:14])[C:5](O)=[O:6].[CH3:26][O:27][C:28](=[O:37])[C:29]1[CH:34]=[CH:33][C:32]([NH:35][CH3:36])=[CH:31][CH:30]=1.C(N(C(C)C)C(C)C)C.C1CN([P+](Br)(N2CCCC2)N2CCCC2)CC1.F[P-](F)(F)(F)(F)F. (2) Given the product [Br:6][C:7]1[CH:8]=[C:9]2[C:16](=[CH:17][CH:18]=1)[O:15][C:14]([CH3:20])([CH3:19])[C:11]1([CH2:13][CH2:12]1)[C:10]2=[CH2:1], predict the reactants needed to synthesize it. The reactants are: [CH2:1]([Li])CCC.[Br:6][C:7]1[CH:8]=[C:9]2[C:16](=[CH:17][CH:18]=1)[O:15][C:14]([CH3:20])([CH3:19])[C:11]1([CH2:13][CH2:12]1)[C:10]2=O. (3) Given the product [CH3:26][O:27][C:28]1[CH:29]=[C:30]([NH:31][C:2]2[C:11]3=[N:12][NH:13][CH:14]=[C:10]3[C:9]3[CH:8]=[CH:7][CH:6]=[C:5]([O:24][CH3:25])[C:4]=3[N:3]=2)[CH:32]=[CH:33][C:34]=1[O:35][CH3:36], predict the reactants needed to synthesize it. The reactants are: Cl[C:2]1[C:11]2=[N:12][N:13](CC3C=CC(OC)=CC=3)[CH:14]=[C:10]2[C:9]2[CH:8]=[CH:7][CH:6]=[C:5]([O:24][CH3:25])[C:4]=2[N:3]=1.[CH3:26][O:27][C:28]1[CH:29]=[C:30]([CH:32]=[CH:33][C:34]=1[O:35][CH3:36])[NH2:31].Cl. (4) Given the product [Cl:23][CH2:22][CH:10]1[C:11]2=[C:12]3[C:17](=[C:18]([OH:21])[CH:19]=[C:20]2[N:8]([C:6]([C:31]2[NH:32][C:33]4[C:29]([CH:30]=2)=[CH:28][C:27]([O:26][CH3:25])=[C:35]([O:36][CH3:37])[C:34]=4[O:38][CH3:39])=[O:7])[CH2:9]1)[N:16]=[CH:15][CH:14]=[CH:13]3, predict the reactants needed to synthesize it. The reactants are: C(O[C:6]([N:8]1[C:20]2[C:11](=[C:12]3[C:17](=[C:18]([OH:21])[CH:19]=2)[N:16]=[CH:15][CH:14]=[CH:13]3)[CH:10]([CH2:22][Cl:23])[CH2:9]1)=[O:7])(C)(C)C.Cl.[CH3:25][O:26][C:27]1[CH:28]=[C:29]2[C:33](=[C:34]([O:38][CH3:39])[C:35]=1[O:36][CH3:37])[NH:32][C:31](C(O)=O)=[CH:30]2.CCN=C=NCCCN(C)C.P([O-])([O-])([O-])=O. (5) Given the product [NH2:1][C:2]1[C:7]([C:8]([NH:20][CH2:12][CH2:13][C:14]2[CH:19]=[CH:18][CH:17]=[CH:16][CH:15]=2)=[O:10])=[C:6]([Cl:11])[N:5]=[CH:4][CH:3]=1, predict the reactants needed to synthesize it. The reactants are: [NH2:1][C:2]1[C:7]([C:8]([OH:10])=O)=[C:6]([Cl:11])[N:5]=[CH:4][CH:3]=1.[CH2:12]([NH2:20])[CH2:13][C:14]1[CH:19]=[CH:18][CH:17]=[CH:16][CH:15]=1.CN(C(ON1N=NC2C=CC=CC1=2)=[N+](C)C)C.F[P-](F)(F)(F)(F)F. (6) Given the product [CH3:1][S:2]([O:5][CH:6]([C:7]1[C:8]([C@@H:14]([NH:18][C:19]([O:21][C:22]([CH3:23])([CH3:25])[CH3:24])=[O:20])[CH:15]([CH3:17])[CH3:16])=[N:9][CH:10]=[C:11]([Cl:13])[CH:12]=1)[CH3:27])(=[O:3])=[O:4], predict the reactants needed to synthesize it. The reactants are: [CH3:1][S:2]([O:5][CH2:6][C:7]1[C:8]([C@@H:14]([NH:18][C:19]([O:21][C:22]([CH3:25])([CH3:24])[CH3:23])=[O:20])[CH:15]([CH3:17])[CH3:16])=[N:9][CH:10]=[C:11]([Cl:13])[CH:12]=1)(=[O:4])=[O:3].Cl[C:27]1C=C(C(O)C)C([C@@H](NC(=O)OC(C)(C)C)C(C)C)=NC=1. (7) The reactants are: ClC1C=C(C=CC=1)C(OO)=O.C1(P(C2C=CC=CC=2)C2C=CC=CC=2)C=CC=CC=1.Cl.[C:32]1([S:38]([C:41]2[C:49]3[C:44](=[C:45]([O:50][CH2:51][CH2:52][N:53]4[CH2:57][CH2:56][CH2:55][CH2:54]4)[CH:46]=[CH:47][CH:48]=3)[NH:43][CH:42]=2)(=O)=O)[CH:37]=[CH:36][CH:35]=[CH:34][CH:33]=1. Given the product [C:32]1([S:38][C:41]2[C:49]3[C:44](=[C:45]([O:50][CH2:51][CH2:52][N:53]4[CH2:57][CH2:56][CH2:55][CH2:54]4)[CH:46]=[CH:47][CH:48]=3)[NH:43][CH:42]=2)[CH:33]=[CH:34][CH:35]=[CH:36][CH:37]=1, predict the reactants needed to synthesize it. (8) Given the product [O:1]1[C:10]2[C:5](=[CH:6][CH:7]=[CH:8][CH:9]=2)[CH:4]([NH:11][C:12]2[C:13]3[N:14]([C:21]([CH2:25][OH:26])=[C:22]([CH3:24])[N:23]=3)[CH:15]=[C:16]([C:18]([N:27]3[CH2:32][CH2:31][O:30][CH2:29][CH2:28]3)=[O:19])[CH:17]=2)[CH2:3][CH2:2]1, predict the reactants needed to synthesize it. The reactants are: [O:1]1[C:10]2[C:5](=[CH:6][CH:7]=[CH:8][CH:9]=2)[CH:4]([NH:11][C:12]2[C:13]3[N:14]([C:21]([CH2:25][OH:26])=[C:22]([CH3:24])[N:23]=3)[CH:15]=[C:16]([C:18](O)=[O:19])[CH:17]=2)[CH2:3][CH2:2]1.[NH:27]1[CH2:32][CH2:31][O:30][CH2:29][CH2:28]1.C(N(CC)CC)C.F[P-](F)(F)(F)(F)F.N1(OC(N(C)C)=[N+](C)C)C2C=CC=CC=2N=N1. (9) Given the product [CH3:40][C:39]([CH3:42])([CH3:41])[CH2:38][C:37]([NH:36][C:31]1[C:32]([CH3:35])=[C:33]([CH3:34])[C:28]2[O:27][CH2:26][CH:25]([C:21]3[CH:20]=[C:19](/[CH:17]=[CH:11]/[C:12]([O:14][CH2:15][CH3:16])=[O:13])[CH:24]=[CH:23][CH:22]=3)[C:29]=2[C:30]=1[CH3:44])=[O:43], predict the reactants needed to synthesize it. The reactants are: [H-].[Na+].C(OP([CH2:11][C:12]([O:14][CH2:15][CH3:16])=[O:13])(OCC)=O)C.[CH:17]([C:19]1[CH:20]=[C:21]([CH:25]2[C:29]3[C:30]([CH3:44])=[C:31]([NH:36][C:37](=[O:43])[CH2:38][C:39]([CH3:42])([CH3:41])[CH3:40])[C:32]([CH3:35])=[C:33]([CH3:34])[C:28]=3[O:27][CH2:26]2)[CH:22]=[CH:23][CH:24]=1)=O.O.